From a dataset of Peptide-MHC class I binding affinity with 185,985 pairs from IEDB/IMGT. Regression. Given a peptide amino acid sequence and an MHC pseudo amino acid sequence, predict their binding affinity value. This is MHC class I binding data. (1) The peptide sequence is TFSIPLGVI. The MHC is HLA-A24:02 with pseudo-sequence HLA-A24:02. The binding affinity (normalized) is 0.590. (2) The MHC is HLA-A31:01 with pseudo-sequence HLA-A31:01. The peptide sequence is GMFGGCFAA. The binding affinity (normalized) is 0.343. (3) The peptide sequence is GTEEIRSLF. The MHC is HLA-B15:17 with pseudo-sequence HLA-B15:17. The binding affinity (normalized) is 0.500.